This data is from Full USPTO retrosynthesis dataset with 1.9M reactions from patents (1976-2016). The task is: Predict the reactants needed to synthesize the given product. (1) Given the product [O:25]1[CH2:30][CH2:29][CH:28]([NH:31][C:22]([C:19]2[CH:20]=[CH:21][C:16]3[N:17]([C:13]([C:3]4[C:4]([C:7]5[CH:8]=[CH:9][CH:10]=[CH:11][CH:12]=5)=[N:5][O:6][C:2]=4[CH3:1])=[N:14][CH:15]=3)[CH:18]=2)=[O:23])[CH2:27][CH2:26]1, predict the reactants needed to synthesize it. The reactants are: [CH3:1][C:2]1[O:6][N:5]=[C:4]([C:7]2[CH:12]=[CH:11][CH:10]=[CH:9][CH:8]=2)[C:3]=1[C:13]1[N:17]2[CH:18]=[C:19]([C:22](O)=[O:23])[CH:20]=[CH:21][C:16]2=[CH:15][N:14]=1.[O:25]1[CH2:30][CH2:29][CH:28]([NH2:31])[CH2:27][CH2:26]1. (2) Given the product [Cl:8][C:6]1[CH:5]=[CH:4][C:3]([NH:9][C:10](=[O:16])[O:11][C:12]([CH3:13])([CH3:15])[CH3:14])=[C:2]([NH:1][C:20](=[O:21])[CH2:19][C:18](=[O:17])[C:27]2[CH:32]=[CH:31][N:30]=[N:29][CH:28]=2)[CH:7]=1, predict the reactants needed to synthesize it. The reactants are: [NH2:1][C:2]1[CH:7]=[C:6]([Cl:8])[CH:5]=[CH:4][C:3]=1[NH:9][C:10](=[O:16])[O:11][C:12]([CH3:15])([CH3:14])[CH3:13].[O:17]=[C:18]([C:27]1[CH:32]=[CH:31][N:30]=[N:29][CH:28]=1)[CH2:19][C:20](OC(C)(C)C)=[O:21].